The task is: Predict the product of the given reaction.. This data is from Forward reaction prediction with 1.9M reactions from USPTO patents (1976-2016). (1) Given the reactants C([O-])([O-])=O.[K+].[K+].Br[CH2:8][CH2:9][C:10]1[CH:15]=[CH:14][C:13]([F:16])=[CH:12][CH:11]=1.[CH3:17][O:18][C:19](=[O:43])/[CH:20]=[CH:21]/[C:22]1[CH:23]=[C:24]2[C:39](=[CH:40][CH:41]=1)[O:38][C:27]1([CH2:30][N:29](C(OC(C)(C)C)=O)[CH2:28]1)[CH2:26][C:25]2=[O:42], predict the reaction product. The product is: [CH3:17][O:18][C:19](=[O:43])/[CH:20]=[CH:21]/[C:22]1[CH:23]=[C:24]2[C:39](=[CH:40][CH:41]=1)[O:38][C:27]1([CH2:30][N:29]([CH2:8][CH2:9][C:10]3[CH:15]=[CH:14][C:13]([F:16])=[CH:12][CH:11]=3)[CH2:28]1)[CH2:26][C:25]2=[O:42]. (2) Given the reactants [NH:1]1[C:5]2=[N:6][CH:7]=[CH:8][CH:9]=[C:4]2[C:3]([CH2:10][NH2:11])=[CH:2]1.Br[C:13]1[C:14]([NH2:20])=[N:15][CH:16]=[C:17]([Br:19])[N:18]=1.C(N(C(C)C)C(C)C)C, predict the reaction product. The product is: [NH:1]1[C:5]2=[N:6][CH:7]=[CH:8][CH:9]=[C:4]2[C:3]([CH2:10][NH:11][C:13]2[C:14]([NH2:20])=[N:15][CH:16]=[C:17]([Br:19])[N:18]=2)=[CH:2]1. (3) Given the reactants [Cl:1][C:2]1[CH:3]=[C:4]([NH:9][C:10]2[S:14][C:13]([C:15]3[CH:16]=[C:17]([CH:32]=[CH:33][CH:34]=3)[O:18][C:19]3[CH:20]=[C:21]([CH2:25][CH2:26][C:27]([O:29]CC)=[O:28])[CH:22]=[CH:23][CH:24]=3)=[N:12][N:11]=2)[CH:5]=[CH:6][C:7]=1[Cl:8].[OH-].[Li+], predict the reaction product. The product is: [Cl:1][C:2]1[CH:3]=[C:4]([NH:9][C:10]2[S:14][C:13]([C:15]3[CH:16]=[C:17]([CH:32]=[CH:33][CH:34]=3)[O:18][C:19]3[CH:20]=[C:21]([CH2:25][CH2:26][C:27]([OH:29])=[O:28])[CH:22]=[CH:23][CH:24]=3)=[N:12][N:11]=2)[CH:5]=[CH:6][C:7]=1[Cl:8]. (4) Given the reactants [CH3:1][C:2]1[CH:7]=[C:6]([C:8]#[C:9][C:10]2[N:11]=[C:12]([CH3:15])[NH:13][CH:14]=2)[CH:5]=[CH:4][N:3]=1.Cl.Cl[CH2:18][C:19]1[CH:20]=[CH:21][C:22]([CH3:25])=[N:23][CH:24]=1, predict the reaction product. The product is: [CH3:25][C:22]1[CH:21]=[CH:20][C:19]([CH2:18][N:13]2[CH:14]=[C:10]([C:9]#[C:8][C:6]3[CH:5]=[CH:4][N:3]=[C:2]([CH3:1])[CH:7]=3)[N:11]=[C:12]2[CH3:15])=[CH:24][N:23]=1.